Dataset: Forward reaction prediction with 1.9M reactions from USPTO patents (1976-2016). Task: Predict the product of the given reaction. (1) The product is: [Br:8][C:9]1[CH:14]=[CH:13][CH:12]=[CH:11][C:10]=1[O:15][C:2]1[N:7]=[CH:6][CH:5]=[CH:4][N:3]=1. Given the reactants Cl[C:2]1[N:7]=[CH:6][CH:5]=[CH:4][N:3]=1.[Br:8][C:9]1[CH:14]=[CH:13][CH:12]=[CH:11][C:10]=1[OH:15].C([O-])([O-])=O.[Cs+].[Cs+].CS(C)=O, predict the reaction product. (2) Given the reactants [I:1][C:2]1[CH:3]=[C:4]([N+:28]([O-])=O)[C:5]([NH:8][CH2:9][C:10]2[CH:15]=[CH:14][C:13]([O:16][CH2:17][C:18]3[CH:19]=[N:20][C:21]([O:24][CH3:25])=[CH:22][CH:23]=3)=[C:12]([O:26][CH3:27])[CH:11]=2)=[N:6][CH:7]=1, predict the reaction product. The product is: [I:1][C:2]1[CH:3]=[C:4]([NH2:28])[C:5]([NH:8][CH2:9][C:10]2[CH:15]=[CH:14][C:13]([O:16][CH2:17][C:18]3[CH:19]=[N:20][C:21]([O:24][CH3:25])=[CH:22][CH:23]=3)=[C:12]([O:26][CH3:27])[CH:11]=2)=[N:6][CH:7]=1. (3) The product is: [Cl:13][C:2]1[N:7]=[CH:6][N:5]=[C:4]([C:8]#[N:10])[CH:3]=1. Given the reactants O[C:2]1[N:7]=[CH:6][N:5]=[C:4]([C:8]([NH2:10])=O)[CH:3]=1.P(Cl)(Cl)([Cl:13])=O, predict the reaction product.